This data is from Catalyst prediction with 721,799 reactions and 888 catalyst types from USPTO. The task is: Predict which catalyst facilitates the given reaction. (1) Reactant: C(OC(=O)N[C@@H]1[C@H](N[C:15]2[N:16]=[CH:17][C:18]3[S:23][CH:22]=[C:21]([C:24](=[O:32])[NH:25][C:26]4[CH:27]=[N:28][N:29]([CH3:31])[CH:30]=4)[C:19]=3[N:20]=2)CCOC1)(C)(C)C. Product: [CH3:31][N:29]1[CH:30]=[C:26]([NH:25][C:24]([C:21]2[C:19]3[N:20]=[CH:15][N:16]=[CH:17][C:18]=3[S:23][CH:22]=2)=[O:32])[CH:27]=[N:28]1. The catalyst class is: 631. (2) Reactant: C(#N)C.[CH:4]1([CH:8]([N:12]2[CH:16]=[C:15]([C:17]3[C:18]4[CH:25]=[CH:24][N:23](COCC[Si](C)(C)C)[C:19]=4[N:20]=[CH:21][N:22]=3)[CH:14]=[N:13]2)[CH2:9][C:10]#[N:11])[CH2:7][CH2:6][CH2:5]1.F[B-](F)(F)F.[Li+].[OH-].[NH4+]. Product: [CH:4]1([CH:8]([N:12]2[CH:16]=[C:15]([C:17]3[C:18]4[CH:25]=[CH:24][NH:23][C:19]=4[N:20]=[CH:21][N:22]=3)[CH:14]=[N:13]2)[CH2:9][C:10]#[N:11])[CH2:7][CH2:6][CH2:5]1. The catalyst class is: 6.